From a dataset of Full USPTO retrosynthesis dataset with 1.9M reactions from patents (1976-2016). Predict the reactants needed to synthesize the given product. (1) Given the product [CH2:1]([O:3][C:4]([N:6]1[C:15]2[C:10](=[N:11][C:12]([O:16][CH3:17])=[CH:13][CH:14]=2)[C@@H:9]([NH:18][C:19]2[N:24]=[C:23]([CH2:25][C:26]3[CH:27]=[C:28]([C:36]([F:37])([F:38])[F:39])[CH:29]=[C:30]([C:32]([F:35])([F:33])[F:34])[CH:31]=3)[C:22]([CH2:40][O:41][CH2:47][CH2:48][O:49][CH:50]3[CH2:55][CH2:54][CH2:53][CH2:52][O:51]3)=[CH:21][N:20]=2)[CH2:8][C@H:7]1[CH2:42][CH3:43])=[O:5])[CH3:2], predict the reactants needed to synthesize it. The reactants are: [CH2:1]([O:3][C:4]([N:6]1[C:15]2[C:10](=[N:11][C:12]([O:16][CH3:17])=[CH:13][CH:14]=2)[C@@H:9]([NH:18][C:19]2[N:24]=[C:23]([CH2:25][C:26]3[CH:31]=[C:30]([C:32]([F:35])([F:34])[F:33])[CH:29]=[C:28]([C:36]([F:39])([F:38])[F:37])[CH:27]=3)[C:22]([CH2:40][OH:41])=[CH:21][N:20]=2)[CH2:8][C@H:7]1[CH2:42][CH3:43])=[O:5])[CH3:2].[H-].[Na+].Br[CH2:47][CH2:48][O:49][CH:50]1[CH2:55][CH2:54][CH2:53][CH2:52][O:51]1.C(=O)([O-])O.[Na+]. (2) Given the product [C:1]([C:3]1[N:4]=[CH:5][N:6]2[C:15]=1[C@@H:14]([CH2:16][CH3:17])[N:13]([CH:18]([CH3:19])[CH3:20])[C:12]1[N:11]=[C:10]([NH:21][C:22]3[C:30]([O:31][CH3:32])=[CH:29][C:25]([C:26]([NH:47][C:46]4[CH:45]=[CH:44][C:43]([CH2:42][N:39]5[CH2:38][CH2:37][N:36]([CH3:35])[CH2:41][CH2:40]5)=[CH:49][CH:48]=4)=[O:28])=[C:24]([F:33])[CH:23]=3)[N:9]=[CH:8][C:7]2=1)#[N:2], predict the reactants needed to synthesize it. The reactants are: [C:1]([C:3]1[N:4]=[CH:5][N:6]2[C:15]=1[C@@H:14]([CH2:16][CH3:17])[N:13]([CH:18]([CH3:20])[CH3:19])[C:12]1[N:11]=[C:10]([NH:21][C:22]3[C:30]([O:31][CH3:32])=[CH:29][C:25]([C:26]([OH:28])=O)=[C:24]([F:33])[CH:23]=3)[N:9]=[CH:8][C:7]2=1)#[N:2].Cl.[CH3:35][N:36]1[CH2:41][CH2:40][N:39]([CH2:42][C:43]2[CH:49]=[CH:48][C:46]([NH2:47])=[CH:45][CH:44]=2)[CH2:38][CH2:37]1.C(N(C(C)C)CC)(C)C.CN(C(ON1N=NC2C=CC=NC1=2)=[N+](C)C)C.F[P-](F)(F)(F)(F)F. (3) Given the product [OH:2][CH2:3][CH2:4][CH2:5][S:6][C:7]1[CH:12]=[CH:11][C:10]([NH2:13])=[CH:9][CH:8]=1, predict the reactants needed to synthesize it. The reactants are: Cl.[OH:2][CH2:3][CH2:4][CH2:5][S:6][C:7]1[CH:12]=[CH:11][C:10]([N+:13]([O-])=O)=[CH:9][CH:8]=1. (4) Given the product [OH:8][CH:7]([C:2]([CH3:3])([CH3:1])[CH2:19][OH:22])[C:5]([NH:15][CH2:14][CH2:13][O:12][CH2:16][CH2:17][NH:18][C:5](=[O:6])[CH:7]([OH:8])[C:2]([CH3:9])([CH3:1])[CH2:3][OH:4])=[O:4], predict the reactants needed to synthesize it. The reactants are: [CH3:1][C:2]1([CH3:9])[CH:7]([OH:8])[C:5](=[O:6])[O:4][CH2:3]1.Cl.Cl.[O:12]([CH2:16][CH2:17][NH2:18])[CH2:13][CH2:14][NH2:15].[C:19](=[O:22])(O)[O-].[Na+].